Dataset: Full USPTO retrosynthesis dataset with 1.9M reactions from patents (1976-2016). Task: Predict the reactants needed to synthesize the given product. Given the product [OH:13][C:12]1[C:9]([NH2:10])=[C:4]([NH2:1])[CH:5]=[CH:6][CH:7]=1, predict the reactants needed to synthesize it. The reactants are: [N+:1]([C:4]1[CH:5]=[C:6](O)[CH:7]=C[C:9]=1[NH2:10])([O-])=O.[CH3:12][OH:13].